Dataset: Forward reaction prediction with 1.9M reactions from USPTO patents (1976-2016). Task: Predict the product of the given reaction. (1) Given the reactants [OH:1][C:2]1[CH:9]=[CH:8][C:5]([CH:6]=[O:7])=[CH:4][CH:3]=1.[SH:10][C:11]1[CH:16]=[CH:15][CH:14]=[CH:13][C:12]=1[CH2:17]O.Cl, predict the reaction product. The product is: [S:10]1[C:11]2[CH:16]=[CH:15][CH:14]=[CH:13][C:12]=2[CH2:17][O:7][CH:6]1[C:5]1[CH:8]=[CH:9][C:2]([OH:1])=[CH:3][CH:4]=1. (2) Given the reactants Br[C:2]1[S:3][CH:4]=[CH:5][N:6]=1.[Cl:7][C:8]1[CH:9]=[C:10](B(O)O)[CH:11]=[CH:12][C:13]=1[O:14][CH:15]([CH3:17])[CH3:16].C([O-])([O-])=O.[Na+].[Na+].C1C=CC(P(C2C=CC=CC=2)C2C=CC=CC=2)=CC=1, predict the reaction product. The product is: [Cl:7][C:8]1[CH:9]=[C:10]([C:2]2[S:3][CH:4]=[CH:5][N:6]=2)[CH:11]=[CH:12][C:13]=1[O:14][CH:15]([CH3:17])[CH3:16]. (3) Given the reactants Br[C:2]1[CH:7]=[CH:6][C:5]([CH3:8])=[C:4]([N+:9]([O-:11])=[O:10])[CH:3]=1.[B:12]1([B:12]2[O:17][CH2:16][C:15]([CH3:19])([CH3:18])[CH2:14][O:13]2)[O:17][CH2:16][C:15]([CH3:19])([CH3:18])[CH2:14][O:13]1, predict the reaction product. The product is: [CH3:18][C:15]1([CH3:19])[CH2:16][O:17][B:12]([C:2]2[CH:7]=[CH:6][C:5]([CH3:8])=[C:4]([N+:9]([O-:11])=[O:10])[CH:3]=2)[O:13][CH2:14]1. (4) Given the reactants [CH3:1][O:2][C:3]1[CH:25]=[C:24]([O:26][CH3:27])[CH:23]=[CH:22][C:4]=1[CH2:5][NH:6][C:7]1[C:16]2[C:11](=[C:12]([C:17]([O:19]CC)=[O:18])[CH:13]=[CH:14][CH:15]=2)[N:10]=[CH:9][N:8]=1.C1COCC1.CO, predict the reaction product. The product is: [CH3:1][O:2][C:3]1[CH:25]=[C:24]([O:26][CH3:27])[CH:23]=[CH:22][C:4]=1[CH2:5][NH:6][C:7]1[C:16]2[C:11](=[C:12]([C:17]([OH:19])=[O:18])[CH:13]=[CH:14][CH:15]=2)[N:10]=[CH:9][N:8]=1. (5) Given the reactants [Cl:1][C:2]1[N:7]=[C:6]([C:8]2[S:12][C:11]([C:13]([CH3:16])([CH3:15])[CH3:14])=[N:10][C:9]=2[C:17]2[C:18]([F:33])=[C:19]([NH:23][S:24]([C:27]3[N:28]([CH3:32])[CH:29]=[CH:30][N:31]=3)(=[O:26])=[O:25])[CH:20]=[CH:21][CH:22]=2)[CH:5]=[CH:4][N:3]=1.[OH-].[NH4+:35], predict the reaction product. The product is: [ClH:1].[NH2:35][C:2]1[N:7]=[C:6]([C:8]2[S:12][C:11]([C:13]([CH3:16])([CH3:15])[CH3:14])=[N:10][C:9]=2[C:17]2[C:18]([F:33])=[C:19]([NH:23][S:24]([C:27]3[N:28]([CH3:32])[CH:29]=[CH:30][N:31]=3)(=[O:26])=[O:25])[CH:20]=[CH:21][CH:22]=2)[CH:5]=[CH:4][N:3]=1. (6) Given the reactants C1C=C2C=CC(O)=C(C3C4C(=CC=CC=4)C=CC=3O)C2=CC=1.[Cl:23][C:24]1[C:25]([F:35])=[C:26]([O:33][CH3:34])[C:27]([C:30](=[CH2:32])[CH3:31])=[CH:28][CH:29]=1.[F:36][C:37]([F:46])([F:45])[C:38](=[O:44])[C:39]([O:41][CH2:42][CH3:43])=[O:40], predict the reaction product. The product is: [Cl:23][C:24]1[CH:29]=[CH:28][C:27]([C:30](=[CH2:31])[CH2:32][C:38]([OH:44])([C:37]([F:46])([F:45])[F:36])[C:39]([O:41][CH2:42][CH3:43])=[O:40])=[C:26]([O:33][CH3:34])[C:25]=1[F:35]. (7) The product is: [F:16][C:12]([F:17])([C:2]1[CH:9]=[CH:8][C:5]([C:6]#[N:7])=[CH:4][CH:3]=1)[C:11]([F:19])([F:18])[F:10]. Given the reactants I[C:2]1[CH:9]=[CH:8][C:5]([C:6]#[N:7])=[CH:4][CH:3]=1.[F:10][C:11]([F:19])([F:18])[C:12]([F:17])([F:16])C([O-])=O.[Na+].CN(C=O)C, predict the reaction product. (8) Given the reactants N1CC[O:4]CC1.C[CH:8]1[CH2:25][C:24]2[C:10](=[CH:11][C:12]3[N+:17]([O-:18])=NC(CCC=O)=[N:14][C:13]=3[CH:23]=2)[CH2:9]1.[BH3-]C#N.[Na+].[CH3:30][C:31]([OH:33])=O, predict the reaction product. The product is: [N+:17]([C:12]1[CH:11]=[C:10]2[C:24]([CH2:25][CH2:8][CH2:9]2)=[CH:23][C:13]=1[NH:14][C:31](=[O:33])[CH3:30])([O-:18])=[O:4]. (9) The product is: [NH2:9][C:8]1[O:19][C:18]2[C:25]([CH:6]([C:5]3[CH:4]=[C:3]([O:2][CH3:1])[C:14]([O:15][CH3:16])=[C:13]([Br:17])[CH:12]=3)[C:7]=1[C:10]#[N:11])=[CH:24][CH:23]=[C:21]([OH:22])[CH:20]=2. Given the reactants [CH3:1][O:2][C:3]1[CH:4]=[C:5]([CH:12]=[C:13]([Br:17])[C:14]=1[O:15][CH3:16])[CH:6]=[C:7]([C:10]#[N:11])[C:8]#[N:9].[C:18]1([CH:25]=[CH:24][CH:23]=[C:21]([OH:22])[CH:20]=1)[OH:19].N1CCCCC1, predict the reaction product. (10) Given the reactants [F:1][C:2]1[CH:7]=[CH:6][C:5]([C:8]2[C:13]([C:14]3[CH:19]=[CH:18][N:17]=[CH:16][CH:15]=3)=[C:12]([C:20]3[CH:25]=[CH:24][C:23]([F:26])=[CH:22][CH:21]=3)[N:11]=[C:10]3[NH:27][N:28]=[CH:29][C:9]=23)=[CH:4][CH:3]=1.[Cl:30]N1C(=O)CCC1=O, predict the reaction product. The product is: [Cl:30][C:29]1[C:9]2[C:10](=[N:11][C:12]([C:20]3[CH:25]=[CH:24][C:23]([F:26])=[CH:22][CH:21]=3)=[C:13]([C:14]3[CH:15]=[CH:16][N:17]=[CH:18][CH:19]=3)[C:8]=2[C:5]2[CH:6]=[CH:7][C:2]([F:1])=[CH:3][CH:4]=2)[NH:27][N:28]=1.